Dataset: Reaction yield outcomes from USPTO patents with 853,638 reactions. Task: Predict the reaction yield, written as a fraction of the theoretical maximum amount of product (1.0 means a 100% yield; for example, 0.34 means a 34% yield). (1) The reactants are [NH2:1][C:2]1[C:3]([C:9]([C:11]2[CH:16]=[CH:15][CH:14]=[C:13]([F:17])[CH:12]=2)=[O:10])=[N:4][CH:5]=[C:6]([Cl:8])[CH:7]=1.[CH:18]([O:21][C:22]1N=[CH:26][C:25]([S:28](Cl)(=[O:30])=[O:29])=[CH:24][CH:23]=1)([CH3:20])[CH3:19].N1C=CC=C[CH:33]=1. The catalyst is ClCCl. The product is [Cl:8][C:6]1[CH:7]=[C:2]([NH:1][S:28]([C:25]2[CH:26]=[CH:33][C:22]([O:21][CH:18]([CH3:20])[CH3:19])=[CH:23][CH:24]=2)(=[O:30])=[O:29])[C:3]([C:9](=[O:10])[C:11]2[CH:16]=[CH:15][CH:14]=[C:13]([F:17])[CH:12]=2)=[N:4][CH:5]=1. The yield is 0.260. (2) The reactants are [C:1]([C:3]1[CH:4]=[C:5]([CH:9]=[CH:10][CH:11]=1)[C:6](Cl)=[O:7])#[N:2].[NH2:12][C:13]1[C:14]([CH3:36])=[C:15]2[C:21]([CH:22]3[CH2:27][CH2:26][N:25]([C:28]([O:30][C:31]([CH3:34])([CH3:33])[CH3:32])=[O:29])[CH2:24][CH2:23]3)=[CH:20][N:19]([CH3:35])[C:16]2=[N:17][CH:18]=1. The catalyst is C(Cl)Cl. The product is [C:1]([C:3]1[CH:4]=[C:5]([CH:9]=[CH:10][CH:11]=1)[C:6]([NH:12][C:13]1[C:14]([CH3:36])=[C:15]2[C:21]([CH:22]3[CH2:23][CH2:24][N:25]([C:28]([O:30][C:31]([CH3:32])([CH3:33])[CH3:34])=[O:29])[CH2:26][CH2:27]3)=[CH:20][N:19]([CH3:35])[C:16]2=[N:17][CH:18]=1)=[O:7])#[N:2]. The yield is 0.950. (3) The product is [CH2:1]([O:8][C:9]1[CH:10]=[CH:11][C:12]([C@@H:20]([OH:23])[CH2:21][Br:22])=[C:13]2[C:18]=1[NH:17][C:16](=[O:19])[CH:15]=[CH:14]2)[C:2]1[CH:3]=[CH:4][CH:5]=[CH:6][CH:7]=1. The catalyst is C1(C)C=CC=CC=1. The yield is 0.810. The reactants are [CH2:1]([O:8][C:9]1[CH:10]=[CH:11][C:12]([C:20](=[O:23])[CH2:21][Br:22])=[C:13]2[C:18]=1[NH:17][C:16](=[O:19])[CH:15]=[CH:14]2)[C:2]1[CH:7]=[CH:6][CH:5]=[CH:4][CH:3]=1.O1CCCC1.B.CO.